This data is from Reaction yield outcomes from USPTO patents with 853,638 reactions. The task is: Predict the reaction yield, written as a fraction of the theoretical maximum amount of product (1.0 means a 100% yield; for example, 0.34 means a 34% yield). (1) The reactants are [NH2:1][C@H:2]([C:4]1[N:13]([C:14]2[CH:19]=[CH:18][CH:17]=[C:16]([O:20][CH2:21][C:22]([F:25])([F:24])[F:23])[CH:15]=2)[C:12](=[O:26])[C:11]2[C:6](=[CH:7][CH:8]=[CH:9][C:10]=2[F:27])[N:5]=1)[CH3:3].Cl[C:29]1[C:30]2[C:37]([F:38])=[CH:36][NH:35][C:31]=2[N:32]=[CH:33][N:34]=1.C(N(C(C)C)CC)(C)C. The catalyst is CC(O)(C)C. The product is [F:27][C:10]1[CH:9]=[CH:8][CH:7]=[C:6]2[C:11]=1[C:12](=[O:26])[N:13]([C:14]1[CH:19]=[CH:18][CH:17]=[C:16]([O:20][CH2:21][C:22]([F:23])([F:25])[F:24])[CH:15]=1)[C:4]([C@@H:2]([NH:1][C:29]1[C:30]3[C:37]([F:38])=[CH:36][NH:35][C:31]=3[N:32]=[CH:33][N:34]=1)[CH3:3])=[N:5]2. The yield is 0.420. (2) The reactants are C([Mg]Br)(C)C.I[C:7]1[CH:12]=[CH:11][C:10]([O:13][CH3:14])=[C:9]([CH3:15])[CH:8]=1.[Br:16][C:17]1[CH:18]=[C:19]([CH:22]=[CH:23][C:24]=1[F:25])[C:20]#[N:21].[BH4-].[Na+].[Cl-].[NH4+]. The catalyst is O1CCCC1.CO. The product is [Br:16][C:17]1[CH:18]=[C:19]([CH:20]([C:7]2[CH:12]=[CH:11][C:10]([O:13][CH3:14])=[C:9]([CH3:15])[CH:8]=2)[NH2:21])[CH:22]=[CH:23][C:24]=1[F:25]. The yield is 0.470.